This data is from Catalyst prediction with 721,799 reactions and 888 catalyst types from USPTO. The task is: Predict which catalyst facilitates the given reaction. (1) Reactant: [CH2:1]([O:8][C:9]1[C:14]2[N:15]=[C:16]([CH3:19])[N:17]([CH3:18])[C:13]=2[CH:12]=[C:11]([NH:20][C:21](=[O:23])[CH3:22])[CH:10]=1)[C:2]1[CH:7]=[CH:6][CH:5]=[CH:4][CH:3]=1.[CH3:24]I.[H-].[Na+].O. Product: [CH2:1]([O:8][C:9]1[C:14]2[N:15]=[C:16]([CH3:19])[N:17]([CH3:18])[C:13]=2[CH:12]=[C:11]([N:20]([CH3:24])[C:21](=[O:23])[CH3:22])[CH:10]=1)[C:2]1[CH:3]=[CH:4][CH:5]=[CH:6][CH:7]=1. The catalyst class is: 7. (2) Reactant: [F:1][C:2]1[CH:26]=[CH:25][C:5]([CH2:6][CH:7]2[CH2:12][CH2:11][N:10]([CH2:13][C:14]([NH:16][C:17]3[CH:22]=[CH:21][C:20]([O:23]C)=[CH:19][CH:18]=3)=[O:15])[CH2:9][CH2:8]2)=[CH:4][CH:3]=1. Product: [F:1][C:2]1[CH:3]=[CH:4][C:5]([CH2:6][CH:7]2[CH2:12][CH2:11][N:10]([CH2:13][C:14]([NH:16][C:17]3[CH:18]=[CH:19][C:20]([OH:23])=[CH:21][CH:22]=3)=[O:15])[CH2:9][CH2:8]2)=[CH:25][CH:26]=1. The catalyst class is: 81. (3) Reactant: [C:1](N1C=CN=C1)(N1C=CN=C1)=[O:2].[Br:13][C:14]1[CH:19]=[CH:18][C:17]([NH:20][C:21]2[C:22]([C:30]([NH:32][NH2:33])=[O:31])=[CH:23][N:24]([CH3:29])[C:25](=[O:28])[C:26]=2[CH3:27])=[C:16]([F:34])[CH:15]=1. Product: [Br:13][C:14]1[CH:19]=[CH:18][C:17]([NH:20][C:21]2[C:22]([C:30]3[O:31][C:1](=[O:2])[NH:33][N:32]=3)=[CH:23][N:24]([CH3:29])[C:25](=[O:28])[C:26]=2[CH3:27])=[C:16]([F:34])[CH:15]=1. The catalyst class is: 39. (4) Reactant: [CH3:1][O:2][C:3](=[O:14])[C:4]1[CH:9]=[C:8]([NH2:10])[C:7]([N+:11]([O-])=O)=[CH:6][N:5]=1. Product: [NH2:10][C:8]1[C:7]([NH2:11])=[CH:6][N:5]=[C:4]([C:3]([O:2][CH3:1])=[O:14])[CH:9]=1. The catalyst class is: 123. (5) Product: [Br:5][C:6]1[CH:7]=[C:8]2[C:12](=[CH:13][CH:14]=1)[NH:11][C:10]([C:15]1[CH:16]=[CH:17][C:18]([Cl:21])=[CH:19][CH:20]=1)=[C:9]2[CH2:22][CH2:23][C:24]([O:26][CH3:1])=[O:25]. The catalyst class is: 5. Reactant: [C:1](Cl)(=O)C.[Br:5][C:6]1[CH:7]=[C:8]2[C:12](=[CH:13][CH:14]=1)[NH:11][C:10]([C:15]1[CH:20]=[CH:19][C:18]([Cl:21])=[CH:17][CH:16]=1)=[C:9]2[CH2:22][CH2:23][C:24]([OH:26])=[O:25]. (6) Product: [F:3][C:4]1[C:9]([F:10])=[C:8]([O:11][CH3:12])[CH:7]=[CH:6][C:5]=1[CH2:13][CH:14]([C:15]1[NH:19][C:18]2[CH:20]=[CH:21][C:22]([F:24])=[CH:23][C:17]=2[N:16]=1)[NH2:25]. The catalyst class is: 135. Reactant: N#N.[F:3][C:4]1[C:9]([F:10])=[C:8]([O:11][CH3:12])[CH:7]=[CH:6][C:5]=1[CH2:13][CH:14]([NH:25]C(=O)OC(C)(C)C)[C:15]1[NH:19][C:18]2[CH:20]=[CH:21][C:22]([F:24])=[CH:23][C:17]=2[N:16]=1.Cl. (7) Reactant: [C:1]([O:5][C:6]([N:8]1[CH2:12][C@H:11]([S:13][CH2:14][C:15]2[CH:20]=[CH:19][C:18]([O:21][CH3:22])=[CH:17][CH:16]=2)[CH2:10][C@H:9]1/[CH:23]=[CH:24]\[C:25]([O:27][CH2:28]C)=[O:26])=[O:7])([CH3:4])([CH3:3])[CH3:2].[Mg]. Product: [C:1]([O:5][C:6]([N:8]1[CH2:12][C@H:11]([S:13][CH2:14][C:15]2[CH:16]=[CH:17][C:18]([O:21][CH3:22])=[CH:19][CH:20]=2)[CH2:10][C@H:9]1[CH2:23][CH2:24][C:25]([O:27][CH3:28])=[O:26])=[O:7])([CH3:4])([CH3:3])[CH3:2]. The catalyst class is: 5.